Dataset: Catalyst prediction with 721,799 reactions and 888 catalyst types from USPTO. Task: Predict which catalyst facilitates the given reaction. (1) The catalyst class is: 143. Product: [Cl:1][C:2]1[C:3](=[O:9])[N:4]([CH2:17][O:18][CH3:19])[N:5]=[CH:6][C:7]=1[Cl:8]. Reactant: [Cl:1][C:2]1[C:3](=[O:9])[NH:4][N:5]=[CH:6][C:7]=1[Cl:8].CCN(CC)CC.[CH2:17](Cl)[O:18][CH3:19]. (2) Reactant: [Cl:1][C:2]1[CH:7]=[CH:6][C:5]([C:8]2[N:13]([CH3:14])[C:12](=[O:15])[C:11]([O:16]C)=[CH:10][CH:9]=2)=[CH:4][CH:3]=1.I[Si](C)(C)C. Product: [Cl:1][C:2]1[CH:3]=[CH:4][C:5]([C:8]2[N:13]([CH3:14])[C:12](=[O:15])[C:11]([OH:16])=[CH:10][CH:9]=2)=[CH:6][CH:7]=1. The catalyst class is: 10.